This data is from Reaction yield outcomes from USPTO patents with 853,638 reactions. The task is: Predict the reaction yield, written as a fraction of the theoretical maximum amount of product (1.0 means a 100% yield; for example, 0.34 means a 34% yield). The reactants are [O-]P([O-])([O-])=O.[K+].[K+].[K+].I[C:10]1[CH:11]=[C:12]([CH3:16])[CH:13]=[CH:14][CH:15]=1.[C:17]1([CH2:23][CH2:24][NH2:25])[CH2:22][CH2:21][CH2:20][CH2:19][CH:18]=1.C(O)CO.N. The catalyst is O.[Cu]I.C(O)(C)C. The product is [CH3:16][C:12]1[CH:11]=[C:10]([NH:25][CH2:24][CH2:23][C:17]2[CH2:22][CH2:21][CH2:20][CH2:19][CH:18]=2)[CH:15]=[CH:14][CH:13]=1. The yield is 0.870.